From a dataset of Catalyst prediction with 721,799 reactions and 888 catalyst types from USPTO. Predict which catalyst facilitates the given reaction. (1) Reactant: C(OC(=O)[N:7]([CH2:30][CH2:31][CH2:32][CH2:33][N:34]([CH2:38][CH2:39][CH3:40])[CH2:35][CH2:36][CH3:37])[CH2:8][C:9]1[CH:14]=[CH:13][C:12]([CH2:15][N:16]([CH2:24][C:25]2[NH:26][CH:27]=[CH:28][N:29]=2)[CH2:17][C:18]2[N:19]([CH3:23])[CH:20]=[CH:21][N:22]=2)=[CH:11][CH:10]=1)(C)(C)C.Cl.O1CCOCC1. Product: [NH:29]1[CH:28]=[CH:27][N:26]=[C:25]1[CH2:24][N:16]([CH2:15][C:12]1[CH:13]=[CH:14][C:9]([CH2:8][NH:7][CH2:30][CH2:31][CH2:32][CH2:33][N:34]([CH2:35][CH2:36][CH3:37])[CH2:38][CH2:39][CH3:40])=[CH:10][CH:11]=1)[CH2:17][C:18]1[N:19]([CH3:23])[CH:20]=[CH:21][N:22]=1. The catalyst class is: 5. (2) Reactant: I[C:2]1[CH:12]=[CH:11][C:5]2[O:6][CH2:7][CH2:8][N:9]([CH3:10])[C:4]=2[CH:3]=1.[N:13]([O-])=O.[Na+]. Product: [CH3:10][N:9]1[CH2:8][CH2:7][O:6][C:5]2[CH:11]=[CH:12][C:2]([NH2:13])=[CH:3][C:4]1=2. The catalyst class is: 15. (3) Reactant: [CH2:1]([O:3][C:4](=[O:34])[CH:5]([C:10]1[CH:11]=[C:12]([C:24]2[CH:29]=[CH:28][C:27]([C:30]([F:33])([F:32])[F:31])=[CH:26][CH:25]=2)[CH:13]=[C:14](OS(C(F)(F)F)(=O)=O)[CH:15]=1)[CH2:6][CH:7]([CH3:9])[CH3:8])[CH3:2].C(P(C(C)(C)C)C1C=CC2C(=CC=CC=2)C=1C1C2C(=CC=CC=2)C=CC=1)(C)(C)C.[CH2:64]([CH:66]1[CH2:71][CH2:70][CH2:69][CH2:68][NH:67]1)[CH3:65].CC([O-])(C)C.[Na+]. Product: [CH2:1]([O:3][C:4](=[O:34])[CH:5]([C:10]1[CH:11]=[C:12]([C:24]2[CH:25]=[CH:26][C:27]([C:30]([F:32])([F:33])[F:31])=[CH:28][CH:29]=2)[CH:13]=[C:14]([N:67]2[CH2:68][CH2:69][CH2:70][CH2:71][CH:66]2[CH2:64][CH3:65])[CH:15]=1)[CH2:6][CH:7]([CH3:9])[CH3:8])[CH3:2]. The catalyst class is: 222. (4) Reactant: C1(C(=[N:14][CH2:15][C:16]2([C:31]([NH:33][CH2:34][C:35]3[CH:36]=[N:37][C:38]([C:41]([F:44])([F:43])[F:42])=[CH:39][CH:40]=3)=[O:32])[CH2:21][CH2:20][N:19]([C:22]3[C:23]4[CH:30]=[CH:29][NH:28][C:24]=4[N:25]=[CH:26][N:27]=3)[CH2:18][CH2:17]2)C2C=CC=CC=2)C=CC=CC=1.Cl.C(O)(C)C. Product: [NH2:14][CH2:15][C:16]1([C:31]([NH:33][CH2:34][C:35]2[CH:36]=[N:37][C:38]([C:41]([F:42])([F:43])[F:44])=[CH:39][CH:40]=2)=[O:32])[CH2:17][CH2:18][N:19]([C:22]2[C:23]3[CH:30]=[CH:29][NH:28][C:24]=3[N:25]=[CH:26][N:27]=2)[CH2:20][CH2:21]1. The catalyst class is: 6. (5) Reactant: C[Al](C)C.[CH3:5][C:6]1[CH:7]=[CH:8][C:9]([NH2:12])=[N:10][CH:11]=1.[Si:13]([O:30][CH2:31][CH2:32][O:33][CH2:34][C@H:35]([O:40][C:41]1[N:46]=[CH:45][N:44]=[C:43]2[N:47]([C:50]3[CH:55]=[C:54]([C:56]#[N:57])[CH:53]=[CH:52][C:51]=3[CH3:58])[N:48]=[CH:49][C:42]=12)[C:36](OC)=[O:37])([C:26]([CH3:29])([CH3:28])[CH3:27])([C:20]1[CH:25]=[CH:24][CH:23]=[CH:22][CH:21]=1)[C:14]1[CH:19]=[CH:18][CH:17]=[CH:16][CH:15]=1. Product: [Si:13]([O:30][CH2:31][CH2:32][O:33][CH2:34][C@H:35]([O:40][C:41]1[N:46]=[CH:45][N:44]=[C:43]2[N:47]([C:50]3[CH:55]=[C:54]([C:56]#[N:57])[CH:53]=[CH:52][C:51]=3[CH3:58])[N:48]=[CH:49][C:42]=12)[C:36]([NH:12][C:9]1[CH:8]=[CH:7][C:6]([CH3:5])=[CH:11][N:10]=1)=[O:37])([C:26]([CH3:27])([CH3:28])[CH3:29])([C:14]1[CH:15]=[CH:16][CH:17]=[CH:18][CH:19]=1)[C:20]1[CH:21]=[CH:22][CH:23]=[CH:24][CH:25]=1. The catalyst class is: 11.